Dataset: Catalyst prediction with 721,799 reactions and 888 catalyst types from USPTO. Task: Predict which catalyst facilitates the given reaction. (1) Reactant: Cl[C:2]1[CH:7]=[C:6]([S:8][CH3:9])[N:5]=[CH:4][N:3]=1.[IH:10]. Product: [I:10][C:2]1[CH:7]=[C:6]([S:8][CH3:9])[N:5]=[CH:4][N:3]=1. The catalyst class is: 2. (2) Product: [C:1]([O:5][C:6]([N:8]1[CH2:21][C@@H:20]([CH3:22])[N:11]2[C:12]3[CH:13]=[C:14]([N:36]=[C:23]([C:24]4[CH:29]=[CH:28][CH:27]=[CH:26][CH:25]=4)[C:30]4[CH:35]=[CH:34][CH:33]=[CH:32][CH:31]=4)[CH:15]=[CH:16][C:17]=3[CH2:18][C@@H:10]2[CH2:9]1)=[O:7])([CH3:4])([CH3:3])[CH3:2]. Reactant: [C:1]([O:5][C:6]([N:8]1[CH2:21][C@@H:20]([CH3:22])[N:11]2[C:12]3[CH:13]=[C:14](Br)[CH:15]=[CH:16][C:17]=3[CH2:18][C@@H:10]2[CH2:9]1)=[O:7])([CH3:4])([CH3:3])[CH3:2].[C:23](=[NH:36])([C:30]1[CH:35]=[CH:34][CH:33]=[CH:32][CH:31]=1)[C:24]1[CH:29]=[CH:28][CH:27]=[CH:26][CH:25]=1.C1(P(C2C=CC=CC=2)C2C=CC3C(=CC=CC=3)C=2C2C3C(=CC=CC=3)C=CC=2P(C2C=CC=CC=2)C2C=CC=CC=2)C=CC=CC=1. The catalyst class is: 715. (3) Reactant: [CH2:1]([O:3][C:4]([C:6]1[S:7][C:8]2[C:17]3[N:16]=[C:15]([NH:18][C:19]4[CH:24]=[CH:23][CH:22]=[C:21]([S:25](=[O:28])(=[O:27])[NH2:26])[CH:20]=4)[N:14]=[CH:13][C:12]=3[CH2:11][CH2:10][C:9]=2[N:29]=1)=[O:5])[CH3:2].ClC1C(=O)C(C#N)=C(C#N)C(=O)C=1Cl. Product: [CH2:1]([O:3][C:4]([C:6]1[S:7][C:8]2[C:17]3[N:16]=[C:15]([NH:18][C:19]4[CH:24]=[CH:23][CH:22]=[C:21]([S:25](=[O:28])(=[O:27])[NH2:26])[CH:20]=4)[N:14]=[CH:13][C:12]=3[CH:11]=[CH:10][C:9]=2[N:29]=1)=[O:5])[CH3:2]. The catalyst class is: 12. (4) Reactant: [CH2:1]=[CH:2][C@@H:3]1[C@@H:8]2[CH2:9][C@@H:10]([C@H:11]([OH:22])[C:12]3[CH:13]=[CH:14][N:15]=[C:16]4[CH:21]=[CH:20][CH:19]=[CH:18][C:17]=34)[N:5]([CH2:6][CH2:7]2)[CH2:4]1.[NH:23]1[C:31]2[C:26](=[CH:27][CH:28]=[CH:29][CH:30]=2)[C:25]([CH:32]([C:37]([OH:39])=[O:38])[CH2:33][C:34]([OH:36])=[O:35])=[CH:24]1. Product: [NH:23]1[C:31]2[C:26](=[CH:27][CH:28]=[CH:29][CH:30]=2)[C:25]([C@@H:32]([C:37]([OH:39])=[O:38])[CH2:33][C:34]([OH:36])=[O:35])=[CH:24]1.[CH2:1]=[CH:2][C@@H:3]1[C@@H:8]2[CH2:9][C@@H:10]([C@H:11]([OH:22])[C:12]3[CH:13]=[CH:14][N:15]=[C:16]4[CH:21]=[CH:20][CH:19]=[CH:18][C:17]=34)[N:5]([CH2:6][CH2:7]2)[CH2:4]1. The catalyst class is: 8. (5) Reactant: [C:1]([C:4]1[CH:9]=[N:8][N:7]([CH2:10][C:11]2[CH:16]=[CH:15][CH:14]=[CH:13][CH:12]=2)[C:6](=[O:17])[CH:5]=1)(=[O:3])[CH3:2].[BH4-].[Na+]. Product: [CH2:10]([N:7]1[C:6](=[O:17])[CH:5]=[C:4]([CH:1]([OH:3])[CH3:2])[CH:9]=[N:8]1)[C:11]1[CH:16]=[CH:15][CH:14]=[CH:13][CH:12]=1. The catalyst class is: 36. (6) Reactant: [Cl:1][C:2]1[CH:3]=[C:4]([C:11]2[C:16]3[N:17]([CH2:29][C@H:30]4[CH2:35][CH2:34][C@H:33]([CH3:36])[CH2:32][CH2:31]4)[C:18]([N:20]4[CH2:25][CH2:24][O:23][C@@H:22]5[CH2:26][CH2:27][CH2:28][C@@H:21]45)=[N:19][C:15]=3[CH:14]=[C:13]([C:37](=[NH:40])[NH:38][OH:39])[N:12]=2)[C:5]([N:8]([CH3:10])[CH3:9])=[N:6][CH:7]=1.[C:41](N1C=CN=C1)(N1C=CN=C1)=[O:42].N1(C2CCCCCCCCCC2)CCCN=CCCCCC1. Product: [Cl:1][C:2]1[CH:3]=[C:4]([C:11]2[C:16]3[N:17]([CH2:29][C@H:30]4[CH2:35][CH2:34][C@H:33]([CH3:36])[CH2:32][CH2:31]4)[C:18]([N:20]4[CH2:25][CH2:24][O:23][C@@H:22]5[CH2:26][CH2:27][CH2:28][C@@H:21]45)=[N:19][C:15]=3[CH:14]=[C:13]([C:37]3[NH:40][C:41](=[O:42])[O:39][N:38]=3)[N:12]=2)[C:5]([N:8]([CH3:9])[CH3:10])=[N:6][CH:7]=1. The catalyst class is: 291. (7) Reactant: ClC(Cl)(O[C:5](=[O:11])OC(Cl)(Cl)Cl)Cl.C(N(CC)CC)C.[NH2:20][CH2:21][C:22]1[CH:28]=[C:27]([Br:29])[CH:26]=[CH:25][C:23]=1[NH2:24].[OH-].[Na+]. Product: [Br:29][C:27]1[CH:28]=[C:22]2[C:23](=[CH:25][CH:26]=1)[NH:24][C:5](=[O:11])[NH:20][CH2:21]2. The catalyst class is: 30. (8) Reactant: O[C@H:2]1[CH2:6][N:5]([C:7]([O:9][C:10]([CH3:13])([CH3:12])[CH3:11])=[O:8])[C@H:4]([C:14]([N:16]2[CH2:21][CH2:20][O:19][CH2:18][CH2:17]2)=[O:15])[CH2:3]1.C1(P(C2C=CC=CC=2)C2C=CC=CC=2)C=CC=CC=1.N(C(OC(C)C)=O)=NC(OC(C)C)=O.C1(P([N:69]=[N+:70]=[N-:71])(C2C=CC=CC=2)=O)C=CC=CC=1. Product: [N:69]([C@@H:2]1[CH2:6][N:5]([C:7]([O:9][C:10]([CH3:13])([CH3:12])[CH3:11])=[O:8])[C@H:4]([C:14]([N:16]2[CH2:21][CH2:20][O:19][CH2:18][CH2:17]2)=[O:15])[CH2:3]1)=[N+:70]=[N-:71]. The catalyst class is: 7. (9) Reactant: [F:1][C:2]([F:19])([CH2:12][C:13]1[CH:18]=[CH:17][CH:16]=[CH:15][CH:14]=1)[CH2:3][C@H:4]([N:9]=[C:10]=[O:11])[C:5]([O:7][CH3:8])=[O:6].[CH2:20]1[C:24]2([CH2:29][CH2:28][NH:27][CH2:26][CH2:25]2)[CH2:23][CH2:22][CH2:21]1.CCN(C(C)C)C(C)C. Product: [CH2:23]1[C:24]2([CH2:29][CH2:28][N:27]([C:10]([NH:9][C@@H:4]([CH2:3][C:2]([F:19])([F:1])[CH2:12][C:13]3[CH:14]=[CH:15][CH:16]=[CH:17][CH:18]=3)[C:5]([O:7][CH3:8])=[O:6])=[O:11])[CH2:26][CH2:25]2)[CH2:20][CH2:21][CH2:22]1. The catalyst class is: 4.